This data is from NCI-60 drug combinations with 297,098 pairs across 59 cell lines. The task is: Regression. Given two drug SMILES strings and cell line genomic features, predict the synergy score measuring deviation from expected non-interaction effect. (1) Synergy scores: CSS=4.04, Synergy_ZIP=-2.80, Synergy_Bliss=-0.613, Synergy_Loewe=0.465, Synergy_HSA=0.901. Cell line: EKVX. Drug 1: C1=CN(C=N1)CC(O)(P(=O)(O)O)P(=O)(O)O. Drug 2: C1C(C(OC1N2C=NC(=NC2=O)N)CO)O. (2) Drug 1: C1=NC2=C(N=C(N=C2N1C3C(C(C(O3)CO)O)O)F)N. Drug 2: CN1C2=C(C=C(C=C2)N(CCCl)CCCl)N=C1CCCC(=O)O.Cl. Cell line: OVCAR-8. Synergy scores: CSS=28.0, Synergy_ZIP=-0.530, Synergy_Bliss=0.390, Synergy_Loewe=0.514, Synergy_HSA=1.22. (3) Drug 1: CN(C)C1=NC(=NC(=N1)N(C)C)N(C)C. Drug 2: C1=NC2=C(N1)C(=S)N=C(N2)N. Cell line: SN12C. Synergy scores: CSS=9.65, Synergy_ZIP=-7.11, Synergy_Bliss=-3.53, Synergy_Loewe=-21.4, Synergy_HSA=-3.52. (4) Drug 1: CC1=C(C(=CC=C1)Cl)NC(=O)C2=CN=C(S2)NC3=CC(=NC(=N3)C)N4CCN(CC4)CCO. Drug 2: C1=CN(C=N1)CC(O)(P(=O)(O)O)P(=O)(O)O. Cell line: CAKI-1. Synergy scores: CSS=52.9, Synergy_ZIP=-2.89, Synergy_Bliss=-5.60, Synergy_Loewe=-42.1, Synergy_HSA=-2.64. (5) Drug 1: CN(C)N=NC1=C(NC=N1)C(=O)N. Drug 2: C1=CC=C(C(=C1)C(C2=CC=C(C=C2)Cl)C(Cl)Cl)Cl. Cell line: RPMI-8226. Synergy scores: CSS=2.16, Synergy_ZIP=7.59, Synergy_Bliss=7.14, Synergy_Loewe=0.634, Synergy_HSA=4.34. (6) Drug 1: CCC1=CC2CC(C3=C(CN(C2)C1)C4=CC=CC=C4N3)(C5=C(C=C6C(=C5)C78CCN9C7C(C=CC9)(C(C(C8N6C)(C(=O)OC)O)OC(=O)C)CC)OC)C(=O)OC.C(C(C(=O)O)O)(C(=O)O)O. Drug 2: C1=CN(C(=O)N=C1N)C2C(C(C(O2)CO)O)O.Cl. Cell line: HS 578T. Synergy scores: CSS=58.8, Synergy_ZIP=-4.90, Synergy_Bliss=-0.579, Synergy_Loewe=-3.75, Synergy_HSA=1.44. (7) Drug 1: CN1CCC(CC1)COC2=C(C=C3C(=C2)N=CN=C3NC4=C(C=C(C=C4)Br)F)OC. Drug 2: C1=CC(=CC=C1CCC2=CNC3=C2C(=O)NC(=N3)N)C(=O)NC(CCC(=O)O)C(=O)O. Cell line: A549. Synergy scores: CSS=51.3, Synergy_ZIP=1.29, Synergy_Bliss=3.89, Synergy_Loewe=-3.65, Synergy_HSA=7.92. (8) Drug 1: CCCS(=O)(=O)NC1=C(C(=C(C=C1)F)C(=O)C2=CNC3=C2C=C(C=N3)C4=CC=C(C=C4)Cl)F. Drug 2: C1=NC2=C(N=C(N=C2N1C3C(C(C(O3)CO)O)O)F)N. Cell line: IGROV1. Synergy scores: CSS=-4.49, Synergy_ZIP=-0.621, Synergy_Bliss=-5.59, Synergy_Loewe=-8.78, Synergy_HSA=-7.57. (9) Drug 1: C(=O)(N)NO. Drug 2: CC1CCCC2(C(O2)CC(NC(=O)CC(C(C(=O)C(C1O)C)(C)C)O)C(=CC3=CSC(=N3)C)C)C. Cell line: HCT-15. Synergy scores: CSS=25.9, Synergy_ZIP=-1.47, Synergy_Bliss=-1.09, Synergy_Loewe=-44.7, Synergy_HSA=-2.21.